From a dataset of Full USPTO retrosynthesis dataset with 1.9M reactions from patents (1976-2016). Predict the reactants needed to synthesize the given product. (1) Given the product [Si:21]([O:28][CH2:29][C:30]1[N:31]=[C:32]([C:10]#[N:11])[C:33]([O:36][CH3:37])=[CH:34][CH:35]=1)([C:24]([CH3:27])([CH3:26])[CH3:25])([CH3:23])[CH3:22], predict the reactants needed to synthesize it. The reactants are: [Si](OC[C:10]1C=CC(C(F)(F)F)=C[N+:11]=1[O-])(C(C)(C)C)(C)C.[Si:21]([O:28][CH2:29][C:30]1[CH:35]=[CH:34][C:33]([O:36][CH3:37])=[CH:32][N+:31]=1[O-])([C:24]([CH3:27])([CH3:26])[CH3:25])([CH3:23])[CH3:22]. (2) Given the product [CH3:25][C:22]1[CH:23]=[CH:24][C:19]([C:16]2[CH:17]=[CH:18][C:13]([O:12][CH2:11][C:8]3[O:7][C:6]([C:4]([OH:5])=[O:3])=[CH:10][CH:9]=3)=[CH:14][CH:15]=2)=[CH:20][CH:21]=1, predict the reactants needed to synthesize it. The reactants are: C([O:3][C:4]([C:6]1[O:7][C:8]([CH2:11][O:12][C:13]2[CH:18]=[CH:17][C:16]([C:19]3[CH:24]=[CH:23][C:22]([CH3:25])=[CH:21][CH:20]=3)=[CH:15][CH:14]=2)=[CH:9][CH:10]=1)=[O:5])C.O.[OH-].[Li+]. (3) Given the product [F:27][C:13]([F:12])([F:26])[O:14][C:15]1[CH:16]=[CH:17][C:18]([C:21]2[CH:25]=[CH:24][S:23][C:22]=2[S:2]([Cl:1])(=[O:5])=[O:3])=[CH:19][CH:20]=1, predict the reactants needed to synthesize it. The reactants are: [Cl:1][S:2]([OH:5])(=O)=[O:3].P(Cl)(Cl)(Cl)(Cl)Cl.[F:12][C:13]([F:27])([F:26])[O:14][C:15]1[CH:20]=[CH:19][C:18]([C:21]2[CH:25]=[CH:24][S:23][CH:22]=2)=[CH:17][CH:16]=1.ClS(O)(=O)=O.[Cl-].[Cl-].[Cl-].[Cl-].[Cl-]. (4) Given the product [F:42][C:41]([F:44])([F:43])[C:39]([OH:45])=[O:40].[C:1]1([C:7]2[CH:12]=[C:11]([CH:13]3[CH2:18][CH2:17][N:16]([O:19][CH3:20])[CH2:15][CH2:14]3)[CH:10]=[CH:9][C:8]=2[NH:21][C:22]([C:24]2[NH:28][C:27]([C:29]#[N:30])=[CH:26][N:25]=2)=[O:23])[CH2:6][CH2:5][CH2:4][CH2:3][CH:2]=1, predict the reactants needed to synthesize it. The reactants are: [C:1]1([C:7]2[CH:12]=[C:11]([CH:13]3[CH2:18][CH2:17][N:16]([O:19][CH3:20])[CH2:15][CH2:14]3)[CH:10]=[CH:9][C:8]=2[NH:21][C:22]([C:24]2[N:25](COCC[Si](C)(C)C)[CH:26]=[C:27]([C:29]#[N:30])[N:28]=2)=[O:23])[CH2:6][CH2:5][CH2:4][CH2:3][CH:2]=1.[C:39]([OH:45])([C:41]([F:44])([F:43])[F:42])=[O:40]. (5) Given the product [Cl:1][C:2]1[CH:3]=[C:4]([C:11]2[CH2:15][C:14]([C:20]3[CH:21]=[C:22]([Cl:27])[CH:23]=[C:24]([Cl:26])[CH:25]=3)([C:16]([F:19])([F:17])[F:18])[O:13][N:12]=2)[CH:5]=[CH:6][C:7]=1[CH:8]([N:32]1[C:31](=[O:33])[C:30]2=[CH:34][CH:35]=[CH:36][CH:37]=[C:29]2[C:28]1=[O:38])[CH3:9], predict the reactants needed to synthesize it. The reactants are: [Cl:1][C:2]1[CH:3]=[C:4]([C:11]2[CH2:15][C:14]([C:20]3[CH:25]=[C:24]([Cl:26])[CH:23]=[C:22]([Cl:27])[CH:21]=3)([C:16]([F:19])([F:18])[F:17])[O:13][N:12]=2)[CH:5]=[CH:6][C:7]=1[CH:8](Cl)[CH3:9].[C:28]1(=[O:38])[NH:32][C:31](=[O:33])[C:30]2=[CH:34][CH:35]=[CH:36][CH:37]=[C:29]12.[K].